Task: Binary Classification. Given a drug SMILES string, predict its activity (active/inactive) in a high-throughput screening assay against a specified biological target.. Dataset: HIV replication inhibition screening data with 41,000+ compounds from the AIDS Antiviral Screen (1) The molecule is O=c1n(-c2ccccc2)c(=O)n2n1C1C3C4C3C2C2(F)C4C12. The result is 0 (inactive). (2) The drug is COc1cc(C2c3cc4c(cc3OC(NCCO)C2C)OCO4)cc(OC)c1OC. The result is 0 (inactive). (3) The drug is CC1(C)C2CCC1(CS(=O)O)C(=O)C2.[Ag]. The result is 0 (inactive). (4) The molecule is CC(C)c1ccc(O)c(Cc2cc(C(C)C)cc(Cc3cc(C(C)C)ccc3O)c2O)c1. The result is 0 (inactive).